Dataset: Reaction yield outcomes from USPTO patents with 853,638 reactions. Task: Predict the reaction yield, written as a fraction of the theoretical maximum amount of product (1.0 means a 100% yield; for example, 0.34 means a 34% yield). (1) The reactants are Br[C:2]1[CH:14]=[CH:13][C:12]2[N:11]([C:15]3[CH:20]=[CH:19][CH:18]=[CH:17][CH:16]=3)[C:10]3[CH:9]=[C:8]4[C:21]5[C:26]([C:27]6[CH:28]=[CH:29][CH:30]=[CH:31][C:32]=6[C:7]4=[CH:6][C:5]=3[C:4]=2[CH:3]=1)=[CH:25][CH:24]=[CH:23][CH:22]=5.[B:42]1([B:42]2[O:46][C:45]([CH3:48])([CH3:47])[C:44]([CH3:50])([CH3:49])[O:43]2)[O:46][C:45]([CH3:48])([CH3:47])[C:44]([CH3:50])([CH3:49])[O:43]1.C([O-])(=O)C.[K+]. The catalyst is C1C=CC([P]([Pd]([P](C2C=CC=CC=2)(C2C=CC=CC=2)C2C=CC=CC=2)([P](C2C=CC=CC=2)(C2C=CC=CC=2)C2C=CC=CC=2)[P](C2C=CC=CC=2)(C2C=CC=CC=2)C2C=CC=CC=2)(C2C=CC=CC=2)C2C=CC=CC=2)=CC=1.O1CCOCC1. The product is [C:15]1([N:11]2[C:10]3[CH:9]=[C:8]4[C:21]5[C:26]([C:27]6[CH:28]=[CH:29][CH:30]=[CH:31][C:32]=6[C:7]4=[CH:6][C:5]=3[C:4]3[CH:3]=[C:2]([B:42]4[O:43][C:44]([CH3:49])([CH3:50])[C:45]([CH3:47])([CH3:48])[O:46]4)[CH:14]=[CH:13][C:12]2=3)=[CH:25][CH:24]=[CH:23][CH:22]=5)[CH:20]=[CH:19][CH:18]=[CH:17][CH:16]=1. The yield is 0.720. (2) The reactants are [CH3:1][CH:2]1[CH2:6][CH2:5][CH2:4][N:3]1[CH2:7][CH:8]1[CH2:13][CH2:12][N:11]([C:14](=[C:17]([C:20]#[N:21])[C:18]#[N:19])SC)[CH2:10][CH2:9]1.[NH2:22][CH2:23][CH2:24][CH2:25][N:26]1[CH2:30][CH2:29][CH2:28][CH:27]1[CH3:31]. The catalyst is C(O)C.[Cl-].[Na+].O. The product is [CH3:1][CH:2]1[CH2:6][CH2:5][CH2:4][N:3]1[CH2:7][CH:8]1[CH2:13][CH2:12][N:11]([C:14](=[C:17]([C:20]#[N:21])[C:18]#[N:19])[NH:22][CH2:23][CH2:24][CH2:25][N:26]2[CH2:30][CH2:29][CH2:28][CH:27]2[CH3:31])[CH2:10][CH2:9]1. The yield is 0.290. (3) The reactants are [F:1][C:2]1[CH:3]=[CH:4][CH:5]=[C:6]2[C:10]=1[NH:9][CH:8]=[CH:7]2.CCN(C(C)C)C(C)C.[CH3:20][C:21]([O:24][C:25](O[C:25]([O:24][C:21]([CH3:23])([CH3:22])[CH3:20])=[O:26])=[O:26])([CH3:23])[CH3:22]. The catalyst is CN(C1C=CN=CC=1)C.C(Cl)Cl.O. The product is [F:1][C:2]1[CH:3]=[CH:4][CH:5]=[C:6]2[C:10]=1[N:9]([C:25]([O:24][C:21]([CH3:23])([CH3:22])[CH3:20])=[O:26])[CH:8]=[CH:7]2. The yield is 0.770.